Dataset: Forward reaction prediction with 1.9M reactions from USPTO patents (1976-2016). Task: Predict the product of the given reaction. The product is: [Cl:9][C:10]1[CH:15]=[CH:14][C:13]([N+:16]([O-:18])=[O:17])=[CH:12][C:11]=1[C:25]1[C:30]2[CH:31]=[CH:32][O:33][C:29]=2[CH:28]=[CH:27][N:26]=1. Given the reactants P([O-])([O-])([O-])=O.[K+].[K+].[K+].[Cl:9][C:10]1[CH:15]=[CH:14][C:13]([N+:16]([O-:18])=[O:17])=[CH:12][C:11]=1[B-](F)(F)F.[K+].Cl[C:25]1[C:30]2[CH:31]=[CH:32][O:33][C:29]=2[CH:28]=[CH:27][N:26]=1, predict the reaction product.